Dataset: Forward reaction prediction with 1.9M reactions from USPTO patents (1976-2016). Task: Predict the product of the given reaction. (1) Given the reactants [NH2:1][C:2]1[CH:3]=[CH:4][C:5]([O:24][CH2:25][CH3:26])=[C:6]([C:8]2[NH:13][C:12](=[O:14])[C:11]3=[C:15]([CH3:23])[N:16]=[C:17]([CH:18]([CH2:21][CH3:22])[CH2:19][CH3:20])[N:10]3[N:9]=2)[CH:7]=1.[F:27][C:28]([F:40])([F:39])[S:29][C:30]1[CH:35]=[CH:34][C:33]([N:36]=[C:37]=[O:38])=[CH:32][CH:31]=1, predict the reaction product. The product is: [CH2:19]([CH:18]([C:17]1[N:10]2[C:11]([C:12](=[O:14])[NH:13][C:8]([C:6]3[CH:7]=[C:2]([NH:1][C:37]([NH:36][C:33]4[CH:34]=[CH:35][C:30]([S:29][C:28]([F:39])([F:27])[F:40])=[CH:31][CH:32]=4)=[O:38])[CH:3]=[CH:4][C:5]=3[O:24][CH2:25][CH3:26])=[N:9]2)=[C:15]([CH3:23])[N:16]=1)[CH2:21][CH3:22])[CH3:20]. (2) Given the reactants [Cl:1][C:2]1[CH:7]=[CH:6][CH:5]=[CH:4][C:3]=1[C:8]1[N:13]=[C:12]([NH:14][C:15]([C:17]2[N:18]([CH3:27])[N:19]=[C:20]([C:23]([CH3:26])([CH3:25])[CH3:24])[C:21]=2[Cl:22])=O)[C:11]([N+:28]([O-])=O)=[CH:10][CH:9]=1, predict the reaction product. The product is: [C:23]([C:20]1[C:21]([Cl:22])=[C:17]([C:15]2[NH:28][C:11]3[C:12]([N:14]=2)=[N:13][C:8]([C:3]2[CH:4]=[CH:5][CH:6]=[CH:7][C:2]=2[Cl:1])=[CH:9][CH:10]=3)[N:18]([CH3:27])[N:19]=1)([CH3:26])([CH3:25])[CH3:24]. (3) Given the reactants [CH3:1][O:2][C:3]1[CH:8]=[CH:7][C:6]([NH:9][C:10]2[CH2:15][C:14]([C:16]([O:18]C)=[O:17])=[C:13]([NH:20][C:21]3[CH:26]=[CH:25][C:24]([O:27][CH3:28])=[CH:23][CH:22]=3)[CH2:12][C:11]=2[C:29]([O:31]C)=[O:30])=[CH:5][CH:4]=1.[Na].[N+](C1C=C(S(O)(=O)=O)C=CC=1)([O-])=O.[OH-].[Na+].Cl, predict the reaction product. The product is: [CH3:28][O:27][C:24]1[CH:25]=[CH:26][C:21]([NH:20][C:13]2[CH:12]=[C:11]([C:29]([OH:31])=[O:30])[C:10]([NH:9][C:6]3[CH:5]=[CH:4][C:3]([O:2][CH3:1])=[CH:8][CH:7]=3)=[CH:15][C:14]=2[C:16]([OH:18])=[O:17])=[CH:22][CH:23]=1. (4) Given the reactants [Cl:1][C:2]1[CH:7]=[CH:6][CH:5]=[CH:4][C:3]=1[S:8]([NH:11][C:12]1[C:17]([C:18]2[CH:23]=[CH:22][C:21]([CH2:24]Cl)=[CH:20][CH:19]=2)=[N:16][CH:15]=[CH:14][N:13]=1)(=[O:10])=[O:9].[CH3:26][NH:27][C:28]1[CH:33]=[CH:32][C:31]([O:34][C:35]([F:38])([F:37])[F:36])=[CH:30][CH:29]=1, predict the reaction product. The product is: [Cl:1][C:2]1[CH:7]=[CH:6][CH:5]=[CH:4][C:3]=1[S:8]([NH:11][C:12]1[C:17]([C:18]2[CH:23]=[CH:22][C:21]([CH2:24][N:27]([CH3:26])[C:28]3[CH:33]=[CH:32][C:31]([O:34][C:35]([F:36])([F:37])[F:38])=[CH:30][CH:29]=3)=[CH:20][CH:19]=2)=[N:16][CH:15]=[CH:14][N:13]=1)(=[O:9])=[O:10]. (5) Given the reactants [Br:1][C:2]1[CH:7]=[CH:6][C:5]([Cl:8])=[CH:4][C:3]=1[F:9].[S:10](=O)(=[O:13])([OH:12])[OH:11], predict the reaction product. The product is: [Br:1][C:2]1[C:3]([F:9])=[CH:4][C:5]([Cl:8])=[C:6]([S:10]([OH:13])(=[O:12])=[O:11])[CH:7]=1.